From a dataset of Blood-brain barrier permeability regression values from the B3DB database. Regression/Classification. Given a drug SMILES string, predict its absorption, distribution, metabolism, or excretion properties. Task type varies by dataset: regression for continuous measurements (e.g., permeability, clearance, half-life) or binary classification for categorical outcomes (e.g., BBB penetration, CYP inhibition). For this dataset (b3db_regression), we predict Y. (1) The compound is C([C@@H]1[C@H]([C@@H]([C@H]([C@H](O1)O[C@]2([C@H]([C@@H]([C@H](O2)CO)O)O)CO)O)O)O)O. The Y is -1.70 log(BB ratio). (2) The drug is C[C@]12CCC(=O)C=C1CC[C@@H]3[C@@H]2[C@@H](C[C@]4([C@H]3CC[C@@H]4C(=O)CO)C)O. The Y is -0.500 log(BB ratio). (3) The molecule is C[C@@H]1CC2=C(CCC(=O)C2)[C@@H]3[C@@H]1[C@@H]4CC[C@]([C@]4(CC3)C)(C#C)O. The Y is 0.400 log(BB ratio). (4) The molecule is C[C@]12CCC(=O)C=C1CC[C@H]3[C@@H]2[C@H](C[C@]4([C@H]3CC[C@@]4(C(=O)CO)O)C)O. The Y is -0.220 log(BB ratio). (5) The compound is COC1=C(C=C(C=C1)Cl)C(=O)NCCC2=CC=C(C=C2)S(=O)(=O)NC(=O)NC3CCCCC3. The Y is -0.900 log(BB ratio). (6) The drug is CC[C@@]1(C2=C(COC1=O)C(=O)N3CC4=CC5=C(C=CC(=C5CN(C)C)O)N=C4C3=C2)O. The Y is -0.420 log(BB ratio). (7) The compound is C1CCN(CC1)CCOC2=CC=C(C=C2)OC3=C(C=CC4=C3C=CC(=C4)O)C5=CC(=C(C=C5)F)F. The Y is 0.920 log(BB ratio). (8) The Y is 0.100 log(BB ratio). The molecule is C1=CC(=C(C=C1O)C(=O)O)[O-].